Task: Predict which catalyst facilitates the given reaction.. Dataset: Catalyst prediction with 721,799 reactions and 888 catalyst types from USPTO (1) Reactant: OC(C(F)(F)F)=O.[F:8][C:9]1[N:14]=[CH:13][C:12]([N:15]2[CH2:19][CH:18]([C:20]([OH:22])=O)[N:17]([CH3:23])[C:16]2=[O:24])=[CH:11][CH:10]=1.C(N1CCOCC1)C.O.ON1C2C=CC=CC=2N=N1.Cl.C(N=C=NCCCN(C)C)C.[Cl:56][C:57]1[CH:62]=[C:61]([Cl:63])[CH:60]=[CH:59][C:58]=1[CH2:64][NH2:65]. Product: [Cl:56][C:57]1[CH:62]=[C:61]([Cl:63])[CH:60]=[CH:59][C:58]=1[CH2:64][NH:65][C:20]([CH:18]1[CH2:19][N:15]([C:12]2[CH:13]=[N:14][C:9]([F:8])=[CH:10][CH:11]=2)[C:16](=[O:24])[N:17]1[CH3:23])=[O:22]. The catalyst class is: 4. (2) Reactant: O=C1[CH2:7][CH2:6][N:5]([C:8]2[CH:13]=[CH:12][C:11]([N:14]3[CH2:18][C@H:17]([CH2:19][NH:20][C:21](=[O:23])[CH3:22])[O:16][C:15]3=[O:24])=[CH:10][C:9]=2[F:25])[CH2:4][CH2:3]1.[CH:26]1([CH2:29][C:30]#N)[CH2:28][CH2:27]1.[C:32]([O-])(=O)C.[NH4+:36]. Product: [C:32]([C:26]1([CH:29]=[C:30]2[CH2:7][CH2:6][N:5]([C:8]3[CH:13]=[CH:12][C:11]([N:14]4[CH2:18][C@H:17]([CH2:19][NH:20][C:21](=[O:23])[CH3:22])[O:16][C:15]4=[O:24])=[CH:10][C:9]=3[F:25])[CH2:4][CH2:3]2)[CH2:27][CH2:28]1)#[N:36]. The catalyst class is: 11. (3) Reactant: C[O:2][C:3]([C:5]1[CH:6]=[CH:7][C:8]2[N:9]([CH:11]=[C:12]([C:14]3[CH:19]=[CH:18][C:17]([F:20])=[CH:16][CH:15]=3)[N:13]=2)[CH:10]=1)=[O:4].C(O)(=O)C. Product: [F:20][C:17]1[CH:16]=[CH:15][C:14]([C:12]2[N:13]=[C:8]3[CH:7]=[CH:6][C:5]([C:3]([OH:4])=[O:2])=[CH:10][N:9]3[CH:11]=2)=[CH:19][CH:18]=1. The catalyst class is: 201. (4) Reactant: [N:1]1[CH:6]=[CH:5][CH:4]=[CH:3][CH:2]=1. Product: [CH:4]1[CH:3]=[CH:2][N:1]=[C:6]([C:2]2[CH:3]=[CH:4][CH:5]=[CH:6][N:1]=2)[CH:5]=1. The catalyst class is: 4. (5) Reactant: [Si:1]([O:8][C@@H:9]1[C@@:36]2([CH3:37])[C:13](=[CH:14][CH:15]=[C:16]3[C@@H:35]2[CH2:34][CH2:33][C@@:32]2([CH3:38])[C@H:17]3[CH2:18][CH2:19][C@@H:20]2[C@@H:21]([O:23][CH2:24][C:25]([O:27]C(C)(C)C)=[O:26])[CH3:22])[CH2:12][C@@H:11]([O:39][Si:40]([C:43]([CH3:46])([CH3:45])[CH3:44])([CH3:42])[CH3:41])[CH2:10]1)([C:4]([CH3:7])([CH3:6])[CH3:5])([CH3:3])[CH3:2].CO.C[O-].[Na+].O. Product: [Si:1]([O:8][C@@H:9]1[C@@:36]2([CH3:37])[C:13](=[CH:14][CH:15]=[C:16]3[C@@H:35]2[CH2:34][CH2:33][C@@:32]2([CH3:38])[C@H:17]3[CH2:18][CH2:19][C@@H:20]2[C@@H:21]([O:23][CH2:24][C:25]([OH:27])=[O:26])[CH3:22])[CH2:12][C@@H:11]([O:39][Si:40]([C:43]([CH3:44])([CH3:46])[CH3:45])([CH3:41])[CH3:42])[CH2:10]1)([C:4]([CH3:7])([CH3:6])[CH3:5])([CH3:3])[CH3:2]. The catalyst class is: 54. (6) The catalyst class is: 4. Reactant: [C:1]([NH:4][C:5]1[S:6][C:7]2[C:13]3[N:14]([CH:20]4[CH2:25][CH2:24][N:23]([C:26]([CH:28]5[CH2:33][CH2:32][N:31](C(OC(C)(C)C)=O)[CH2:30][CH2:29]5)=[O:27])[CH2:22][CH2:21]4)[N:15]=[C:16]([CH:17]4[CH2:19][CH2:18]4)[C:12]=3[CH2:11][CH2:10][C:8]=2[N:9]=1)(=[O:3])[CH3:2].FC(F)(F)C(O)=O. Product: [CH:17]1([C:16]2[C:12]3[CH2:11][CH2:10][C:8]4[N:9]=[C:5]([NH:4][C:1](=[O:3])[CH3:2])[S:6][C:7]=4[C:13]=3[N:14]([CH:20]3[CH2:21][CH2:22][N:23]([C:26]([CH:28]4[CH2:29][CH2:30][NH:31][CH2:32][CH2:33]4)=[O:27])[CH2:24][CH2:25]3)[N:15]=2)[CH2:19][CH2:18]1. (7) Reactant: [Cl:1][C:2]1[CH:7]=[CH:6][C:5]([NH2:8])=[CH:4][CH:3]=1.[N+:9]([C:12]1[CH:13]=[C:14]([CH:17]=[CH:18][CH:19]=1)[CH:15]=O)([O-:11])=[O:10]. Product: [Cl:1][C:2]1[CH:7]=[CH:6][C:5](/[N:8]=[CH:15]/[C:14]2[CH:17]=[CH:18][CH:19]=[C:12]([N+:9]([O-:11])=[O:10])[CH:13]=2)=[CH:4][CH:3]=1. The catalyst class is: 11. (8) The catalyst class is: 418. Product: [CH3:11][N:7]1[C:8]2[C:4](=[CH:3][C:2]([B:20]3[O:21][C:22]([CH3:24])([CH3:23])[C:18]([CH3:34])([CH3:17])[O:19]3)=[CH:10][CH:9]=2)[CH2:5][CH2:6]1. Reactant: Br[C:2]1[CH:3]=[C:4]2[C:8](=[CH:9][CH:10]=1)[N:7]([CH3:11])[CH2:6][CH2:5]2.CC([O-])=O.[K+].[CH3:17][C:18]1([CH3:34])[C:22]([CH3:24])([CH3:23])[O:21][B:20]([B:20]2[O:21][C:22]([CH3:24])([CH3:23])[C:18]([CH3:34])([CH3:17])[O:19]2)[O:19]1.O. (9) Reactant: [Cl:1][C:2]1[CH:10]=[C:9]2[C:5]([C:6]([C:12]3[N:13]=[C:14]4[C:20]([C:21](O)=[O:22])=[CH:19][N:18]([CH2:24][O:25][CH2:26][CH2:27][Si:28]([CH3:31])([CH3:30])[CH3:29])[C:15]4=[N:16][CH:17]=3)=[N:7][N:8]2[CH3:11])=[CH:4][CH:3]=1.Cl.Cl.[O:34]1[CH:38]=[CH:37][N:36]=[C:35]1[CH:39]([NH2:41])[CH3:40].C(N(CC)C(C)C)(C)C.CN(C(ON1N=NC2C=CC=NC1=2)=[N+](C)C)C.F[P-](F)(F)(F)(F)F. Product: [O:34]1[CH:38]=[CH:37][N:36]=[C:35]1[CH:39]([NH:41][C:21]([C:20]1[C:14]2[C:15](=[N:16][CH:17]=[C:12]([C:6]3[C:5]4[C:9](=[CH:10][C:2]([Cl:1])=[CH:3][CH:4]=4)[N:8]([CH3:11])[N:7]=3)[N:13]=2)[N:18]([CH2:24][O:25][CH2:26][CH2:27][Si:28]([CH3:30])([CH3:29])[CH3:31])[CH:19]=1)=[O:22])[CH3:40]. The catalyst class is: 136. (10) Reactant: [Br:1]Br.[N:3]1[CH:8]=[CH:7][C:6]([C:9](=[O:11])[CH3:10])=[CH:5][CH:4]=1.[BrH:12].C(O)(=O)C. Product: [BrH:1].[Br:12][CH2:10][C:9]([C:6]1[CH:7]=[CH:8][N:3]=[CH:4][CH:5]=1)=[O:11]. The catalyst class is: 13.